Dataset: Full USPTO retrosynthesis dataset with 1.9M reactions from patents (1976-2016). Task: Predict the reactants needed to synthesize the given product. (1) Given the product [CH2:32]1[C:27]2[C:26](=[CH:31][CH:30]=[CH:29][CH:28]=2)[CH2:25][N:1]1[C:2]1[CH:3]=[C:4]([CH:21]=[CH:22][CH:23]=1)[O:5][C:6]1[CH:7]=[CH:8][C:9]2[N:10]([CH:12]=[C:13]([NH:15][C:16]([CH:18]3[CH2:20][CH2:19]3)=[O:17])[N:14]=2)[CH:11]=1, predict the reactants needed to synthesize it. The reactants are: [NH2:1][C:2]1[CH:3]=[C:4]([CH:21]=[CH:22][CH:23]=1)[O:5][C:6]1[CH:7]=[CH:8][C:9]2[N:10]([CH:12]=[C:13]([NH:15][C:16]([CH:18]3[CH2:20][CH2:19]3)=[O:17])[N:14]=2)[CH:11]=1.Cl[CH2:25][C:26]1[CH:31]=[CH:30][CH:29]=[CH:28][C:27]=1[CH2:32]Cl.CN(C)C=O. (2) Given the product [Cl:10][C:3]1[CH:4]=[C:5]([CH:7]=[C:8]([Cl:9])[C:2]=1[C:17]1[CH:16]=[CH:15][N:14]=[C:13]([O:12][CH3:11])[CH:18]=1)[NH2:6], predict the reactants needed to synthesize it. The reactants are: Br[C:2]1[C:8]([Cl:9])=[CH:7][C:5]([NH2:6])=[CH:4][C:3]=1[Cl:10].[CH3:11][O:12][C:13]1[CH:18]=[C:17](B(O)O)[CH:16]=[CH:15][N:14]=1.C(=O)([O-])[O-].[Na+].[Na+].